Dataset: Reaction yield outcomes from USPTO patents with 853,638 reactions. Task: Predict the reaction yield, written as a fraction of the theoretical maximum amount of product (1.0 means a 100% yield; for example, 0.34 means a 34% yield). (1) The reactants are Br[C:2]1[CH:3]=[CH:4][C:5]([F:8])=[N:6][CH:7]=1.[C:9](=[N:22][NH2:23])([C:16]1[CH:21]=[CH:20][CH:19]=[CH:18][CH:17]=1)[C:10]1[CH:15]=[CH:14][CH:13]=[CH:12][CH:11]=1.CC(C)([O-])C.[Na+]. The catalyst is C1(C)C=CC=CC=1.C1C=CC(/C=C/C(/C=C/C2C=CC=CC=2)=O)=CC=1.C1C=CC(/C=C/C(/C=C/C2C=CC=CC=2)=O)=CC=1.C1C=CC(/C=C/C(/C=C/C2C=CC=CC=2)=O)=CC=1.[Pd].[Pd].C(P(C(C)(C)C)C1C=CC=CC=1C1C=CC=CC=1)(C)(C)C. The product is [F:8][C:5]1[N:6]=[CH:7][C:2]([NH:23][N:22]=[C:9]([C:10]2[CH:15]=[CH:14][CH:13]=[CH:12][CH:11]=2)[C:16]2[CH:21]=[CH:20][CH:19]=[CH:18][CH:17]=2)=[CH:3][CH:4]=1. The yield is 0.520. (2) The reactants are Cl.CN(C)CCCN=C=NCC.[N:13]1[NH:14][N:15]=[C:16]([C:18]([OH:20])=O)[CH:17]=1.[NH2:21][CH2:22][CH2:23][C:24]([N:26]1[CH2:45][CH2:44][C:29]2[N:30]=[C:31]([NH:34][CH:35]3[CH2:43][C:42]4[C:37](=[CH:38][CH:39]=[CH:40][CH:41]=4)[CH2:36]3)[N:32]=[CH:33][C:28]=2[CH2:27]1)=[O:25]. The catalyst is CN(C)C1C=CN=CC=1.ClCCl. The product is [CH2:36]1[C:37]2[C:42](=[CH:41][CH:40]=[CH:39][CH:38]=2)[CH2:43][CH:35]1[NH:34][C:31]1[N:32]=[CH:33][C:28]2[CH2:27][N:26]([C:24](=[O:25])[CH2:23][CH2:22][NH:21][C:18]([C:16]3[N:15]=[N:14][NH:13][CH:17]=3)=[O:20])[CH2:45][CH2:44][C:29]=2[N:30]=1. The yield is 0.630. (3) The reactants are [CH2:1]([N:3]([CH2:14][CH3:15])[C:4]([CH:6]1[CH2:11][CH2:10][CH2:9][CH:8](Br)[C:7]1=O)=[O:5])[CH3:2].[F:16][CH2:17][CH2:18][NH:19][C:20]1[CH:25]=[CH:24][C:23]([F:26])=[CH:22][CH:21]=1. The catalyst is CC(O)C.[Cl-].[Zn+2].[Cl-]. The product is [CH2:1]([N:3]([CH2:14][CH3:15])[C:4]([CH:6]1[C:7]2[C:25]3[C:20](=[CH:21][CH:22]=[C:23]([F:26])[CH:24]=3)[N:19]([CH2:18][CH2:17][F:16])[C:8]=2[CH2:9][CH2:10][CH2:11]1)=[O:5])[CH3:2]. The yield is 0.100. (4) The reactants are [CH3:1][C:2]1[N:7]=[C:6]([C:8]2[N:13]=[CH:12][C:11]3[CH:14]=[N:15][NH:16][C:10]=3[CH:9]=2)[CH:5]=[N:4][CH:3]=1.Cl[C:18]1[N:23]=[C:22]([N:24]2[C:29](=[O:30])[CH2:28][CH2:27][C@H:26]([NH:31][C:32](=[O:38])[O:33][C:34]([CH3:37])([CH3:36])[CH3:35])[CH2:25]2)[C:21]([CH3:39])=[CH:20][CH:19]=1.CC1(C)C2C(=C(P(C3C=CC=CC=3)C3C=CC=CC=3)C=CC=2)OC2C(P(C3C=CC=CC=3)C3C=CC=CC=3)=CC=CC1=2.CC(C)([O-])C.[Na+]. The catalyst is C1(C)C=CC=CC=1.C1C=CC(/C=C/C(/C=C/C2C=CC=CC=2)=O)=CC=1.C1C=CC(/C=C/C(/C=C/C2C=CC=CC=2)=O)=CC=1.C1C=CC(/C=C/C(/C=C/C2C=CC=CC=2)=O)=CC=1.[Pd].[Pd]. The product is [CH3:39][C:21]1[C:22]([N:24]2[C:29](=[O:30])[CH2:28][CH2:27][C@H:26]([NH:31][C:32](=[O:38])[O:33][C:34]([CH3:36])([CH3:35])[CH3:37])[CH2:25]2)=[N:23][C:18]([N:16]2[C:10]3[CH:9]=[C:8]([C:6]4[CH:5]=[N:4][CH:3]=[C:2]([CH3:1])[N:7]=4)[N:13]=[CH:12][C:11]=3[CH:14]=[N:15]2)=[CH:19][CH:20]=1. The yield is 0.200. (5) The reactants are [CH2:1]([O:5][C:6]1[C:15]2[C:10](=[CH:11][CH:12]=[C:13](/[CH:16]=[CH:17]/[C:18]3[N:19]=[CH:20][S:21][CH:22]=3)[CH:14]=2)[C:9](=[O:23])[N:8]([CH2:24][CH:25]([CH3:27])[CH3:26])[C:7]=1[CH2:28][NH:29]C(=O)OC(C)(C)C)[CH2:2][CH2:3][CH3:4].[ClH:37]. The catalyst is C(OCC)(=O)C. The product is [ClH:37].[NH2:29][CH2:28][C:7]1[N:8]([CH2:24][CH:25]([CH3:26])[CH3:27])[C:9](=[O:23])[C:10]2[C:15]([C:6]=1[O:5][CH2:1][CH2:2][CH2:3][CH3:4])=[CH:14][C:13](/[CH:16]=[CH:17]/[C:18]1[N:19]=[CH:20][S:21][CH:22]=1)=[CH:12][CH:11]=2. The yield is 0.846. (6) The reactants are [Cl:1][C:2]1[CH:7]=[CH:6][CH:5]=[C:4]([Cl:8])[C:3]=1[CH2:9][CH2:10][OH:11].C([O-])(O)=O.[Na+].[O-]S([O-])(=S)=O.[Na+].[Na+]. The catalyst is C(Cl)Cl. The product is [Cl:1][C:2]1[CH:7]=[CH:6][CH:5]=[C:4]([Cl:8])[C:3]=1[CH2:9][CH:10]=[O:11]. The yield is 0.700. (7) The reactants are FC(F)(F)S(O[C:7]1[CH:12]=[CH:11][C:10]([C:13]2[CH:18]=[CH:17][C:16]([C:19]3[N:25]([CH2:26][C@@H:27]4[CH2:31][CH2:30][N:29]([C:32]([CH:34]5[CH2:36][CH2:35]5)=[O:33])[CH2:28]4)[C:24](=[O:37])[C:21]4([CH2:23][CH2:22]4)[N:20]=3)=[CH:15][CH:14]=2)=[CH:9][CH:8]=1)(=O)=O.[CH3:40][N:41]1[CH:45]=[C:44](B2OC(C)(C)C(C)(C)O2)[CH:43]=[N:42]1.C([O-])([O-])=O.[Na+].[Na+]. The yield is 0.600. The catalyst is C(#N)C.[Pd](Cl)Cl.C1(P(C2C=CC=CC=2)C2C=CC=CC=2)C=CC=CC=1.C1(P(C2C=CC=CC=2)C2C=CC=CC=2)C=CC=CC=1. The product is [CH:34]1([C:32]([N:29]2[CH2:30][CH2:31][C@@H:27]([CH2:26][N:25]3[C:24](=[O:37])[C:21]4([CH2:22][CH2:23]4)[N:20]=[C:19]3[C:16]3[CH:15]=[CH:14][C:13]([C:10]4[CH:11]=[CH:12][C:7]([C:44]5[CH:43]=[N:42][N:41]([CH3:40])[CH:45]=5)=[CH:8][CH:9]=4)=[CH:18][CH:17]=3)[CH2:28]2)=[O:33])[CH2:36][CH2:35]1. (8) The reactants are [NH3:1].CS([C:6]1[N:11]=[C:10]([C:12]2[CH:13]=[C:14]3[CH:30]=[N:29][NH:28][C:15]3=[N:16][C:17]=2[C:18]2[CH:23]=[CH:22][CH:21]=[C:20]([C:24]([F:27])([F:26])[F:25])[CH:19]=2)[CH:9]=[CH:8][N:7]=1)(=O)=O. The catalyst is C1COCC1. The product is [NH2:1][C:6]1[N:11]=[C:10]([C:12]2[CH:13]=[C:14]3[CH:30]=[N:29][NH:28][C:15]3=[N:16][C:17]=2[C:18]2[CH:23]=[CH:22][CH:21]=[C:20]([C:24]([F:27])([F:26])[F:25])[CH:19]=2)[CH:9]=[CH:8][N:7]=1. The yield is 0.0900. (9) The reactants are [F:1][C:2]1[CH:7]=[C:6]([O:8][CH3:9])[CH:5]=[C:4]([F:10])[C:3]=1[C:11]1[N:16]=[C:15]([C:17]([O:19]C)=[O:18])[CH:14]=[CH:13][C:12]=1[F:21].[Li+].[OH-]. The catalyst is C1COCC1.CO. The product is [F:1][C:2]1[CH:7]=[C:6]([O:8][CH3:9])[CH:5]=[C:4]([F:10])[C:3]=1[C:11]1[N:16]=[C:15]([C:17]([OH:19])=[O:18])[CH:14]=[CH:13][C:12]=1[F:21]. The yield is 0.840.